Dataset: Full USPTO retrosynthesis dataset with 1.9M reactions from patents (1976-2016). Task: Predict the reactants needed to synthesize the given product. (1) Given the product [Cl:1][C:2]1[C:3]([Cl:21])=[CH:4][C:5]2[N:10]3[CH:22]=[N:12][N:11]=[C:9]3[C:8]([N:13]3[CH2:18][CH2:17][N:16]([CH3:19])[CH2:15][CH2:14]3)=[N:7][C:6]=2[N:20]=1, predict the reactants needed to synthesize it. The reactants are: [Cl:1][C:2]1[C:3]([Cl:21])=[CH:4][C:5]2[C:6]([N:20]=1)=[N:7][C:8]([N:13]1[CH2:18][CH2:17][N:16]([CH3:19])[CH2:15][CH2:14]1)=[C:9]([NH:11][NH2:12])[N:10]=2.[CH:22](OC)(OC)OC. (2) Given the product [CH:11]1[C:10]2[CH:9]([CH2:8][O:7][C:6]([NH:5][CH2:4][CH2:3][NH:2][C:23](=[O:31])[CH:24]([OH:25])[CH:26]([OH:27])[C:28]([OH:30])=[O:29])=[O:22])[C:21]3[C:16](=[CH:17][CH:18]=[CH:19][CH:20]=3)[C:15]=2[CH:14]=[CH:13][CH:12]=1, predict the reactants needed to synthesize it. The reactants are: Cl.[NH2:2][CH2:3][CH2:4][NH:5][C:6](=[O:22])[O:7][CH2:8][CH:9]1[C:21]2[CH:20]=[CH:19][CH:18]=[CH:17][C:16]=2[C:15]2[C:10]1=[CH:11][CH:12]=[CH:13][CH:14]=2.[C:23](O)(=[O:31])[C@@H:24]([C@H:26]([C:28]([OH:30])=[O:29])[OH:27])[OH:25].C(N(CC)CC)C.O.ON1C2C=CC=CC=2N=N1.Cl.C(N=C=NCCCN(C)C)C. (3) Given the product [CH:33]1([NH:36][S:37]([OH:40])(=[O:39])=[O:38])[CH2:32][CH2:31][CH2:30][CH2:35][CH2:34]1.[CH3:3][CH:2]([O:4][C:5]1[CH:10]=[CH:9][CH:8]=[CH:7][C:6]=1[N:11]1[CH2:12][CH2:13][N:14]([CH2:17][CH2:18][NH:19][C:20](=[O:29])[CH2:21][N:22]2[CH2:27][CH2:26][CH2:25][CH2:24][C:23]2=[O:28])[CH2:15][CH2:16]1)[CH3:1], predict the reactants needed to synthesize it. The reactants are: [CH3:1][CH:2]([O:4][C:5]1[CH:10]=[CH:9][CH:8]=[CH:7][C:6]=1[N:11]1[CH2:16][CH2:15][N:14]([CH2:17][CH2:18][NH:19][C:20](=[O:29])[CH2:21][N:22]2[CH2:27][CH2:26][CH2:25][CH2:24][C:23]2=[O:28])[CH2:13][CH2:12]1)[CH3:3].[CH2:30]1[CH2:35][CH2:34][CH:33]([NH:36][S:37]([OH:40])(=[O:39])=[O:38])[CH2:32][CH2:31]1.